This data is from Full USPTO retrosynthesis dataset with 1.9M reactions from patents (1976-2016). The task is: Predict the reactants needed to synthesize the given product. Given the product [S:32]1[CH:33]=[CH:34][N:35]=[C:31]1[NH:8][S:9]([C:12]1[CH:13]=[CH:14][C:15]2[N:20]([C:21]3[CH:29]=[CH:28][CH:27]=[CH:26][C:22]=3[C:23]([NH2:25])=[O:24])[CH2:19][CH2:18][O:17][C:16]=2[CH:30]=1)(=[O:10])=[O:11], predict the reactants needed to synthesize it. The reactants are: COC1C=CC(C[N:8]([C:31]2[S:32][CH:33]=[CH:34][N:35]=2)[S:9]([C:12]2[CH:13]=[CH:14][C:15]3[N:20]([C:21]4[CH:29]=[CH:28][CH:27]=[CH:26][C:22]=4[C:23]([NH2:25])=[O:24])[CH2:19][CH2:18][O:17][C:16]=3[CH:30]=2)(=[O:11])=[O:10])=CC=1.C(O)(C(F)(F)F)=O.